Task: Predict the product of the given reaction.. Dataset: Forward reaction prediction with 1.9M reactions from USPTO patents (1976-2016) (1) Given the reactants [CH3:1][O:2][CH2:3][O:4][C:5]1[CH:10]=[CH:9][CH:8]=[CH:7][C:6]=1[C:11](=O)[CH3:12].[CH:14]([C:16]1[CH:17]=[C:18]([CH:23]=[CH:24][CH:25]=1)[C:19]([O:21][CH3:22])=[O:20])=O.[C:26](#[N:30])[CH2:27][C:28]#[N:29].C([O-])(=O)C.[NH4+:35], predict the reaction product. The product is: [NH2:29][C:28]1[C:27]([C:26]#[N:30])=[C:14]([C:16]2[CH:17]=[C:18]([CH:23]=[CH:24][CH:25]=2)[C:19]([O:21][CH3:22])=[O:20])[CH:12]=[C:11]([C:6]2[CH:7]=[CH:8][CH:9]=[CH:10][C:5]=2[O:4][CH2:3][O:2][CH3:1])[N:35]=1. (2) The product is: [F:9][C:3]1[C:4]([F:8])=[CH:5][CH:6]=[CH:7][C:2]=1[C:17]1([OH:21])[CH2:18][CH2:19][CH2:20][C:11]2=[N:10][CH:15]=[CH:14][CH:13]=[C:12]2[CH2:16]1. Given the reactants Br[C:2]1[CH:7]=[CH:6][CH:5]=[C:4]([F:8])[C:3]=1[F:9].[N:10]1[CH:15]=[CH:14][CH:13]=[C:12]2[CH2:16][C:17](=[O:21])[CH2:18][CH2:19][CH2:20][C:11]=12, predict the reaction product. (3) Given the reactants [F:1][C:2]([F:27])([F:26])[C:3]1[CH:4]=[C:5]([NH:9][C:10](=[O:25])[CH2:11][C:12]([NH:14][C:15]2[CH:20]=[CH:19][CH:18]=[C:17]([C:21]([F:24])([F:23])[F:22])[CH:16]=2)=[O:13])[CH:6]=[CH:7][CH:8]=1.[F:28][C:29]([F:39])([F:38])[C:30]1[N:35]=[CH:34][C:33]([CH:36]=O)=[CH:32][CH:31]=1, predict the reaction product. The product is: [F:1][C:2]([F:26])([F:27])[C:3]1[CH:4]=[C:5]([NH:9][C:10](=[O:25])[C:11](=[CH:36][C:33]2[CH:34]=[N:35][C:30]([C:29]([F:39])([F:28])[F:38])=[CH:31][CH:32]=2)[C:12]([NH:14][C:15]2[CH:20]=[CH:19][CH:18]=[C:17]([C:21]([F:24])([F:23])[F:22])[CH:16]=2)=[O:13])[CH:6]=[CH:7][CH:8]=1. (4) The product is: [Cl:37][C:33]1[C:32]([F:38])=[C:31]([NH:30][C:21]2[C:20]3[C:25](=[CH:26][C:27]([O:28][CH3:29])=[C:18]([O:17][C@H:14]4[CH2:13][CH2:12][C@H:11]([C@@H:6]5[N:4]([CH3:5])[CH2:3][CH2:2][NH:1][C:7]5=[O:9])[CH2:16][CH2:15]4)[CH:19]=3)[N:24]=[CH:23][N:22]=2)[CH:36]=[CH:35][CH:34]=1. Given the reactants [NH2:1][CH2:2][CH2:3][N:4]([CH:6]([CH:11]1[CH2:16][CH2:15][CH:14]([O:17][C:18]2[CH:19]=[C:20]3[C:25](=[CH:26][C:27]=2[O:28][CH3:29])[N:24]=[CH:23][N:22]=[C:21]3[NH:30][C:31]2[CH:36]=[CH:35][CH:34]=[C:33]([Cl:37])[C:32]=2[F:38])[CH2:13][CH2:12]1)[C:7]([O:9]C)=O)[CH3:5].[OH-].[Na+], predict the reaction product. (5) Given the reactants [Cl:1][C:2]1[S:6][C:5](/[CH:7]=[CH:8]/[S:9]([NH:12][C@H:13]2[CH2:17][CH2:16][N:15]([C:18]3[CH:19]=[CH:20][C:21]4[CH2:27][N:26]([C:28]([O:30][C:31]([CH3:34])([CH3:33])[CH3:32])=[O:29])[CH2:25][CH2:24][CH2:23][C:22]=4[CH:35]=3)[C:14]2=[O:36])(=[O:11])=[O:10])=[CH:4][CH:3]=1.[C:37](=O)([O-])[O-].[K+].[K+].IC.[Cl-].[NH4+], predict the reaction product. The product is: [Cl:1][C:2]1[S:6][C:5](/[CH:7]=[CH:8]/[S:9]([N:12]([CH3:37])[C@H:13]2[CH2:17][CH2:16][N:15]([C:18]3[CH:19]=[CH:20][C:21]4[CH2:27][N:26]([C:28]([O:30][C:31]([CH3:32])([CH3:33])[CH3:34])=[O:29])[CH2:25][CH2:24][CH2:23][C:22]=4[CH:35]=3)[C:14]2=[O:36])(=[O:10])=[O:11])=[CH:4][CH:3]=1. (6) Given the reactants Cl[CH:2]([C:10]1[CH:15]=[CH:14][CH:13]=[CH:12][CH:11]=1)[CH:3]1[CH2:8][CH2:7][N:6]([CH3:9])[CH2:5][CH2:4]1.[NH:16]1[CH2:21][CH2:20][NH:19][CH2:18][CH2:17]1.[C:22]([O-:25])([O-])=O.[K+].[K+].[CH3:28][C:29](=O)[CH2:30][CH3:31], predict the reaction product. The product is: [CH:28]([CH:5]([NH:6][CH3:7])[C:22]([N:16]1[CH2:21][CH2:20][N:19]([CH:2]([CH:3]2[CH2:8][CH2:7][N:6]([CH3:9])[CH2:5][CH2:4]2)[C:10]2[CH:15]=[CH:14][CH:13]=[CH:12][CH:11]=2)[CH2:18][CH2:17]1)=[O:25])([C:12]1[CH:11]=[CH:10][CH:15]=[CH:14][CH:13]=1)[C:29]1[CH:2]=[CH:3][CH:4]=[CH:31][CH:30]=1.[NH:16]1[CH2:21][CH2:20][NH:19][CH2:18][CH2:17]1. (7) Given the reactants [CH2:1]([NH2:8])[C:2]1[CH:7]=[CH:6][CH:5]=[CH:4][CH:3]=1.Cl[C:10]1[C:19](=[O:20])[C:18]2[C:13](=[CH:14][CH:15]=[CH:16][CH:17]=2)[C:12](=[O:21])[C:11]=1[N:22]([CH2:26][CH2:27][O:28][CH3:29])[C:23](=[O:25])[CH3:24].C(OCC)(=O)C, predict the reaction product. The product is: [CH2:1]([NH:8][C:10]1[C:19](=[O:20])[C:18]2[C:13](=[CH:14][CH:15]=[CH:16][CH:17]=2)[C:12](=[O:21])[C:11]=1[N:22]([CH2:26][CH2:27][O:28][CH3:29])[C:23](=[O:25])[CH3:24])[C:2]1[CH:7]=[CH:6][CH:5]=[CH:4][CH:3]=1. (8) Given the reactants [CH3:1][C:2]1([CH3:23])[C:11]2[C:6](=[CH:7][CH:8]=[C:9]([C:12]([F:15])([F:14])[F:13])[CH:10]=2)[NH:5][CH:4]([C:16]2[CH:22]=[CH:21][CH:20]=[CH:19][C:17]=2[NH2:18])[CH2:3]1.N1C=CC=CC=1.[C:30]1([S:36](Cl)(=[O:38])=[O:37])[CH:35]=[CH:34][CH:33]=[CH:32][CH:31]=1, predict the reaction product. The product is: [CH3:1][C:2]1([CH3:23])[C:11]2[C:6](=[CH:7][CH:8]=[C:9]([C:12]([F:13])([F:15])[F:14])[CH:10]=2)[NH:5][CH:4]([C:16]2[CH:22]=[CH:21][CH:20]=[CH:19][C:17]=2[NH:18][S:36]([C:30]2[CH:35]=[CH:34][CH:33]=[CH:32][CH:31]=2)(=[O:38])=[O:37])[CH2:3]1. (9) The product is: [NH2:22][C:20]1[CH:19]=[CH:18][C:3]([O:4][C:5]2[CH:10]=[CH:9][N:8]=[C:7]([NH:11][C:12]([C:14]3([CH3:17])[CH2:16][CH2:15]3)=[O:13])[CH:6]=2)=[C:2]([F:1])[CH:21]=1. Given the reactants [F:1][C:2]1[CH:21]=[C:20]([N+:22]([O-])=O)[CH:19]=[CH:18][C:3]=1[O:4][C:5]1[CH:10]=[CH:9][N:8]=[C:7]([NH:11][C:12]([C:14]2([CH3:17])[CH2:16][CH2:15]2)=[O:13])[CH:6]=1, predict the reaction product. (10) Given the reactants C([O:5][C:6](=O)[CH2:7][N:8]([S:17]([C:20]1[CH:25]=[CH:24][C:23]([O:26][C:27]2[CH:32]=[CH:31][C:30]([Br:33])=[CH:29][CH:28]=2)=[CH:22][CH:21]=1)(=[O:19])=[O:18])[CH2:9][C:10]([O:12]C(C)(C)C)=[O:11])(C)(C)C.CN1CCOCC1.[NH2:42][OH:43].Cl.[OH-].[K+], predict the reaction product. The product is: [Br:33][C:30]1[CH:31]=[CH:32][C:27]([O:26][C:23]2[CH:24]=[CH:25][C:20]([S:17]([N:8]([CH2:9][C:10]([OH:12])=[O:11])[CH2:7][C:6](=[O:5])[NH:42][OH:43])(=[O:19])=[O:18])=[CH:21][CH:22]=2)=[CH:28][CH:29]=1.